This data is from Full USPTO retrosynthesis dataset with 1.9M reactions from patents (1976-2016). The task is: Predict the reactants needed to synthesize the given product. (1) Given the product [CH2:10]([NH:12][CH2:2][C:3]1[CH:8]=[N:7][CH:6]=[C:5]([CH3:9])[N:4]=1)[CH3:11], predict the reactants needed to synthesize it. The reactants are: Cl[CH2:2][C:3]1[CH:8]=[N:7][CH:6]=[C:5]([CH3:9])[N:4]=1.[CH2:10]([NH2:12])[CH3:11]. (2) Given the product [O:1]1[C:5]2[CH:6]=[CH:7][C:8]([C:10]3([C:13]([NH:15][C:16]4[CH:21]=[C:20]([C:22]5[CH:27]=[CH:26][C:25]([C:28]([N:29]([CH3:30])[CH3:31])=[O:32])=[CH:24][CH:23]=5)[C:19]([C:33]([NH:45][CH3:44])=[O:34])=[CH:18][CH:17]=4)=[O:14])[CH2:11][CH2:12]3)=[CH:9][C:4]=2[O:3][CH2:2]1, predict the reactants needed to synthesize it. The reactants are: [O:1]1[C:5]2[CH:6]=[CH:7][C:8]([C:10]3([C:13]([NH:15][C:16]4[CH:21]=[C:20]([C:22]5[CH:27]=[CH:26][C:25]([C:28](=[O:32])[N:29]([CH3:31])[CH3:30])=[CH:24][CH:23]=5)[C:19]([C:33](O)=[O:34])=[CH:18][CH:17]=4)=[O:14])[CH2:12][CH2:11]3)=[CH:9][C:4]=2[O:3][CH2:2]1.CN.O1CCCC1.C[CH2:44][N:45](CC)CC.